From a dataset of Catalyst prediction with 721,799 reactions and 888 catalyst types from USPTO. Predict which catalyst facilitates the given reaction. (1) Reactant: Br[C:2]1[N:3]=[C:4]([CH:12]2[CH2:17][CH2:16][N:15]3[C:18]([C:21]([F:24])([F:23])[F:22])=[N:19][N:20]=[C:14]3[CH2:13]2)[N:5]2[CH:10]=[CH:9][N:8]=[C:7]([NH2:11])[C:6]=12.CC1(C)C(C)(C)OB([C:33]2[CH:51]=[CH:50][C:36]([C:37]([NH:39][C:40]3[CH:45]=[C:44]([C:46]([F:49])([F:48])[F:47])[CH:43]=[CH:42][N:41]=3)=[O:38])=[CH:35][CH:34]=2)O1.C([O-])([O-])=O.[K+].[K+]. Product: [NH2:11][C:7]1[C:6]2[N:5]([C:4]([CH:12]3[CH2:17][CH2:16][N:15]4[C:18]([C:21]([F:24])([F:23])[F:22])=[N:19][N:20]=[C:14]4[CH2:13]3)=[N:3][C:2]=2[C:33]2[CH:34]=[CH:35][C:36]([C:37]([NH:39][C:40]3[CH:45]=[C:44]([C:46]([F:47])([F:48])[F:49])[CH:43]=[CH:42][N:41]=3)=[O:38])=[CH:50][CH:51]=2)[CH:10]=[CH:9][N:8]=1. The catalyst class is: 117. (2) Reactant: [OH:1][C:2]1[CH:7]=[CH:6][C:5]([N+:8]([O-:10])=[O:9])=[CH:4][C:3]=1[C:11](=[O:15])[CH:12]([CH3:14])[CH3:13].[H-].[Na+].Br[CH:19]([C:26]1[CH:31]=[CH:30][CH:29]=[CH:28][CH:27]=1)[C:20]1[CH:25]=[CH:24][CH:23]=[CH:22][CH:21]=1. Product: [CH:19]([O:1][C:2]1[CH:7]=[CH:6][C:5]([N+:8]([O-:10])=[O:9])=[CH:4][C:3]=1[C:11](=[O:15])[CH:12]([CH3:13])[CH3:14])([C:20]1[CH:25]=[CH:24][CH:23]=[CH:22][CH:21]=1)[C:26]1[CH:31]=[CH:30][CH:29]=[CH:28][CH:27]=1. The catalyst class is: 3. (3) Reactant: [F:1][C:2]1([F:21])[CH2:7][CH2:6][N:5]([CH2:8][C:9]2[N:10]=[C:11]([C:18]([NH2:20])=O)[N:12]3[CH:17]=[CH:16][CH:15]=[CH:14][C:13]=23)[CH2:4][CH2:3]1.C(OC(C(F)(F)F)=O)(C(F)(F)F)=O. Product: [F:21][C:2]1([F:1])[CH2:7][CH2:6][N:5]([CH2:8][C:9]2[N:10]=[C:11]([C:18]#[N:20])[N:12]3[CH:17]=[CH:16][CH:15]=[CH:14][C:13]=23)[CH2:4][CH2:3]1. The catalyst class is: 2. (4) Reactant: [CH2:1]([NH:8][C:9]([C:11]1[S:15][C:14]([NH2:16])=[N:13][C:12]=1[CH3:17])=[O:10])[C:2]1[CH:7]=[CH:6][CH:5]=[CH:4][CH:3]=1.C(N(C(C)C)CC)(C)C.[CH2:27]([C:34]1[CH:42]=[CH:41][C:37]([C:38](O)=[O:39])=[CH:36][CH:35]=1)[C:28]1[CH:33]=[CH:32][CH:31]=[CH:30][CH:29]=1.F[P-](F)(F)(F)(F)F.C[N+](C)=C(N(C)C)ON1C2N=CC=CC=2N=N1. Product: [CH2:1]([NH:8][C:9]([C:11]1[S:15][C:14]([NH:16][C:38](=[O:39])[C:37]2[CH:36]=[CH:35][C:34]([CH2:27][C:28]3[CH:29]=[CH:30][CH:31]=[CH:32][CH:33]=3)=[CH:42][CH:41]=2)=[N:13][C:12]=1[CH3:17])=[O:10])[C:2]1[CH:7]=[CH:6][CH:5]=[CH:4][CH:3]=1. The catalyst class is: 4. (5) Reactant: [Br:1][C:2]1[CH:3]=[C:4]([CH2:8][C:9]([OH:11])=O)[CH:5]=[CH:6][CH:7]=1.C1CC[CH:21]([N:20]=C=[N:20][CH:21]2[CH2:26][CH2:25]CCC2)[CH2:26][CH2:25]1.C1(N)CC1. The catalyst class is: 4. Product: [Br:1][C:2]1[CH:3]=[C:4]([CH2:8][C:9]([NH:20][CH:21]2[CH2:26][CH2:25]2)=[O:11])[CH:5]=[CH:6][CH:7]=1. (6) Reactant: [F:1][C:2]1[CH:3]=[C:4]([CH:50]=[C:51]([F:53])[CH:52]=1)[CH2:5][C:6]1[CH:7]=[C:8]2[C:12](=[CH:13][CH:14]=1)[NH:11][N:10]=[C:9]2[NH:15][C:16]([C:18]1[CH:23]=[CH:22][C:21]([NH:24][CH2:25][CH:26]2[CH2:29][N:28]([C:30]([O:32][C:33]([CH3:36])([CH3:35])[CH3:34])=[O:31])[CH2:27]2)=[CH:20][C:19]=1[N:37]([CH:44]1[CH2:49][CH2:48][O:47][CH2:46][CH2:45]1)C(=O)C(F)(F)F)=[O:17]. Product: [F:1][C:2]1[CH:3]=[C:4]([CH:50]=[C:51]([F:53])[CH:52]=1)[CH2:5][C:6]1[CH:7]=[C:8]2[C:12](=[CH:13][CH:14]=1)[NH:11][N:10]=[C:9]2[NH:15][C:16]([C:18]1[CH:23]=[CH:22][C:21]([NH:24][CH2:25][CH:26]2[CH2:27][N:28]([C:30]([O:32][C:33]([CH3:36])([CH3:34])[CH3:35])=[O:31])[CH2:29]2)=[CH:20][C:19]=1[NH:37][CH:44]1[CH2:45][CH2:46][O:47][CH2:48][CH2:49]1)=[O:17]. The catalyst class is: 5.